Dataset: Full USPTO retrosynthesis dataset with 1.9M reactions from patents (1976-2016). Task: Predict the reactants needed to synthesize the given product. Given the product [Cl:1][C:2]1[C:3]2[N:4]([C:22]([CH2:23][CH:24]3[CH2:26][CH2:25]3)=[N:21][N:20]=2)[CH:5]=[N:6][C:7]=1[N:8]1[CH2:13][CH2:12][CH:11]([C:14]2[CH:19]=[CH:18][CH:17]=[CH:16][CH:15]=2)[CH2:10][CH2:9]1, predict the reactants needed to synthesize it. The reactants are: [Cl:1][C:2]1[C:3]([NH:20][NH:21][C:22](=O)[CH2:23][CH:24]2[CH2:26][CH2:25]2)=[N:4][CH:5]=[N:6][C:7]=1[N:8]1[CH2:13][CH2:12][CH:11]([C:14]2[CH:19]=[CH:18][CH:17]=[CH:16][CH:15]=2)[CH2:10][CH2:9]1.CC[N+](S(N=C(OC)[O-])(=O)=O)(CC)CC.